From a dataset of Reaction yield outcomes from USPTO patents with 853,638 reactions. Predict the reaction yield, written as a fraction of the theoretical maximum amount of product (1.0 means a 100% yield; for example, 0.34 means a 34% yield). (1) The reactants are Cl.Cl.[CH3:3][C@H:4]1[C:12]2[C:11]([N:13]3[CH2:18][CH2:17][NH:16][CH2:15][CH2:14]3)=[N:10][CH:9]=[N:8][C:7]=2[C@H:6]([OH:19])[CH2:5]1.[C:20]([O:24][C:25]([N:27]([CH:40]([CH3:42])[CH3:41])[CH2:28][C@H:29]([C:33]1[CH:38]=[CH:37][C:36]([Cl:39])=[CH:35][CH:34]=1)[C:30](O)=[O:31])=[O:26])([CH3:23])([CH3:22])[CH3:21].CCN(C(C)C)C(C)C.CN(C(ON1N=NC2C=CC=CC1=2)=[N+](C)C)C.F[P-](F)(F)(F)(F)F. The catalyst is C(Cl)Cl. The product is [Cl:39][C:36]1[CH:37]=[CH:38][C:33]([C@H:29]([C:30]([N:16]2[CH2:15][CH2:14][N:13]([C:11]3[C:12]4[C@H:4]([CH3:3])[CH2:5][C@@H:6]([OH:19])[C:7]=4[N:8]=[CH:9][N:10]=3)[CH2:18][CH2:17]2)=[O:31])[CH2:28][N:27]([CH:40]([CH3:41])[CH3:42])[C:25](=[O:26])[O:24][C:20]([CH3:22])([CH3:21])[CH3:23])=[CH:34][CH:35]=1. The yield is 0.690. (2) The reactants are [C:1]([C:4]1[CH:13]=[CH:12][C:11]([O:14][CH2:15][C:16]2[CH:21]=[CH:20][CH:19]=[CH:18][CH:17]=2)=[C:10]2[C:5]=1[CH:6]=[CH:7][C:8](=[O:22])[NH:9]2)(=[O:3])[CH3:2].[Br-:23].[Br-].[Br-].C([N+](CCCC)(CCCC)CCCC)CCC.C([N+](CCCC)(CCCC)CCCC)CCC.C([N+](CCCC)(CCCC)CCCC)CCC. The catalyst is C1COCC1.CO. The product is [CH2:15]([O:14][C:11]1[CH:12]=[CH:13][C:4]([C:1](=[O:3])[CH2:2][Br:23])=[C:5]2[C:10]=1[NH:9][C:8](=[O:22])[CH:7]=[CH:6]2)[C:16]1[CH:21]=[CH:20][CH:19]=[CH:18][CH:17]=1. The yield is 0.730.